Dataset: Merck oncology drug combination screen with 23,052 pairs across 39 cell lines. Task: Regression. Given two drug SMILES strings and cell line genomic features, predict the synergy score measuring deviation from expected non-interaction effect. (1) Drug 1: O=C(NOCC(O)CO)c1ccc(F)c(F)c1Nc1ccc(I)cc1F. Drug 2: CCc1cnn2c(NCc3ccc[n+]([O-])c3)cc(N3CCCCC3CCO)nc12. Cell line: NCIH1650. Synergy scores: synergy=2.46. (2) Drug 1: N#Cc1ccc(Cn2cncc2CN2CCN(c3cccc(Cl)c3)C(=O)C2)cc1. Drug 2: CCc1c2c(nc3ccc(O)cc13)-c1cc3c(c(=O)n1C2)COC(=O)C3(O)CC. Cell line: HT29. Synergy scores: synergy=13.4.